This data is from Catalyst prediction with 721,799 reactions and 888 catalyst types from USPTO. The task is: Predict which catalyst facilitates the given reaction. (1) Reactant: FC(F)(F)C([O:5][C@@H:6]1[CH2:10][C:9](=[O:11])[O:8][C:7]1=[O:12])=O.[CH3:15][O:16][C:17]1[CH:22]=[CH:21][C:20]([CH2:23][OH:24])=[CH:19][CH:18]=1.C(N/C(=N\C(C)C)/O[C:31]([CH3:34])([CH3:33])[CH3:32])(C)C. The catalyst class is: 4. Product: [OH:5][C@H:6]([CH2:10][C:9]([O:8][C:31]([CH3:34])([CH3:33])[CH3:32])=[O:11])[C:7]([O:24][CH2:23][C:20]1[CH:21]=[CH:22][C:17]([O:16][CH3:15])=[CH:18][CH:19]=1)=[O:12]. (2) Reactant: Cl[C:2]1[N:7]=[C:6](Cl)[C:5]([F:9])=[CH:4][N:3]=1.[NH2:10][C:11]1[CH:12]=[C:13]([CH:15]=[CH:16][C:17]=1[CH3:18])[NH2:14]. Product: [NH2:10][C:11]1[CH:12]=[C:13]([NH:14][C:2]2[N:7]=[C:6]([NH:14][C:13]3[CH:15]=[CH:16][C:17]([CH3:18])=[C:11]([NH2:10])[CH:12]=3)[C:5]([F:9])=[CH:4][N:3]=2)[CH:15]=[CH:16][C:17]=1[CH3:18]. The catalyst class is: 6. (3) Product: [O:22]1[CH2:23][CH2:24][O:25][CH2:26][C@@H:21]1[CH2:20][N:4]([CH3:3])[C:5](=[O:14])[O:6][CH2:7][C:8]1[CH:9]=[CH:10][CH:11]=[CH:12][CH:13]=1. The catalyst class is: 483. Reactant: [H-].[Na+].[CH3:3][NH:4][C:5](=[O:14])[O:6][CH2:7][C:8]1[CH:13]=[CH:12][CH:11]=[CH:10][CH:9]=1.CS(O[CH2:20][C@H:21]1[CH2:26][O:25][CH2:24][CH2:23][O:22]1)(=O)=O. (4) Reactant: Br[C:2]1[CH:3]=[N:4][C:5]2[CH2:6][CH2:7][N:8]([C:12]([C:14]3[N:19]=[CH:18][N:17]=[C:16]([N:20]4[CH2:25][CH2:24][CH:23]([N:26]5[CH2:32][CH2:31][C:30]6[CH:33]=[C:34]([O:37][CH3:38])[CH:35]=[CH:36][C:29]=6[NH:28][C:27]5=[O:39])[CH2:22][CH2:21]4)[CH:15]=3)=[O:13])[CH2:9][C:10]=2[CH:11]=1.[H][H]. Product: [N:4]1[C:5]2[CH2:6][CH2:7][N:8]([C:12]([C:14]3[N:19]=[CH:18][N:17]=[C:16]([N:20]4[CH2:25][CH2:24][CH:23]([N:26]5[CH2:32][CH2:31][C:30]6[CH:33]=[C:34]([O:37][CH3:38])[CH:35]=[CH:36][C:29]=6[NH:28][C:27]5=[O:39])[CH2:22][CH2:21]4)[CH:15]=3)=[O:13])[CH2:9][C:10]=2[CH:11]=[CH:2][CH:3]=1. The catalyst class is: 43. (5) The catalyst class is: 2. Product: [CH2:34]([O:41][CH2:26][CH2:27][S:28]([NH:1][C:2]1[CH:7]=[N:6][CH:5]=[C:4]([C:8]2[N:9]([CH3:17])[C:10]3[C:15]([CH:16]=2)=[CH:14][CH:13]=[CH:12][CH:11]=3)[CH:3]=1)(=[O:30])=[O:29])[C:35]1[CH:40]=[CH:39][CH:38]=[CH:37][CH:36]=1. Reactant: [NH2:1][C:2]1[CH:3]=[C:4]([C:8]2[N:9]([CH3:17])[C:10]3[C:15]([CH:16]=2)=[CH:14][CH:13]=[CH:12][CH:11]=3)[CH:5]=[N:6][CH:7]=1.C(N(CC)CC)C.Cl[CH2:26][CH2:27][S:28](Cl)(=[O:30])=[O:29].[H-].[Na+].[CH2:34]([OH:41])[C:35]1[CH:40]=[CH:39][CH:38]=[CH:37][CH:36]=1. (6) Reactant: C(OP([CH2:9][C:10]([O:12][CH3:13])=[O:11])(OCC)=O)C.[H-].[Na+].[Cl:16][C:17]1[CH:18]=[C:19]([NH:24][C:25]2[N:30]=[C:29]([N:31]3[CH:35]=[CH:34][C:33]([C:36]([F:39])([F:38])[F:37])=[N:32]3)[C:28]([C:40]3[CH:41]=[N:42][CH:43]=[C:44]([CH:47]=3)[CH:45]=O)=[CH:27][N:26]=2)[CH:20]=[CH:21][C:22]=1[F:23].O. Product: [Cl:16][C:17]1[CH:18]=[C:19]([NH:24][C:25]2[N:30]=[C:29]([N:31]3[CH:35]=[CH:34][C:33]([C:36]([F:39])([F:38])[F:37])=[N:32]3)[C:28]([C:40]3[CH:47]=[C:44](/[CH:45]=[CH:9]/[C:10]([O:12][CH3:13])=[O:11])[CH:43]=[N:42][CH:41]=3)=[CH:27][N:26]=2)[CH:20]=[CH:21][C:22]=1[F:23]. The catalyst class is: 1. (7) Product: [NH2:20][CH:17]([C:10]1([C:13]([F:14])([F:15])[F:16])[CH2:11][CH2:12][CH:7]([OH:6])[CH2:8][CH2:9]1)[CH2:18][CH3:19]. Reactant: C([Si](C)(C)[O:6][CH:7]1[CH2:12][CH2:11][C:10]([CH:17]([NH:20]S(C(C)(C)C)=O)[CH2:18][CH3:19])([C:13]([F:16])([F:15])[F:14])[CH2:9][CH2:8]1)(C)(C)C.Cl.OP([O-])([O-])=O.[K+].[K+]. The catalyst class is: 41.